This data is from Catalyst prediction with 721,799 reactions and 888 catalyst types from USPTO. The task is: Predict which catalyst facilitates the given reaction. (1) Reactant: Cl.Cl.[NH2:3][C:4]1[N:9]=[C:8]([OH:10])[C:7]([NH2:11])=[C:6]([NH2:12])[N:5]=1.[F:13][C:14]1[CH:19]=[CH:18][C:17]([C:20](=NO)[CH:21]=O)=[CH:16][CH:15]=1. Product: [NH2:3][C:4]1[N:9]=[C:8]([OH:10])[C:7]2[C:6](=[N:12][CH:21]=[C:20]([C:17]3[CH:18]=[CH:19][C:14]([F:13])=[CH:15][CH:16]=3)[N:11]=2)[N:5]=1. The catalyst class is: 5. (2) Product: [Br:24][CH2:21][C:27]1[O:28][C:29](=[O:44])[C:30]2[C:35]([C:36]=1[C:37]1[CH:38]=[C:39]([CH3:43])[CH:40]=[CH:41][CH:42]=1)=[CH:34][CH:33]=[CH:32][CH:31]=2. Reactant: C1(P(C2C=CC=CC=2)C2C=CC=CC=2)C=CC=CC=1.Br[C:21]([Br:24])(Br)Br.OC[C:27]1[O:28][C:29](=[O:44])[C:30]2[C:35]([C:36]=1[C:37]1[CH:38]=[C:39]([CH3:43])[CH:40]=[CH:41][CH:42]=1)=[CH:34][CH:33]=[CH:32][CH:31]=2. The catalyst class is: 3. (3) Reactant: [CH2:1]([OH:19])[CH2:2]CCCCCCCCCCCCCCCC.[CH2:25]([N:26]=[C:27]=[O:28])[CH2:24][CH2:23][CH2:23][CH2:24][CH2:25][N:26]=[C:27]=[O:28].C1C=C(CN=C=O)C=C(CN=C=O)C=1.[C:46]([O-:59])(=[O:58])CCCCCCCCCCC.C([Sn+2]CCCC)CCC.C([O-])(=O)CCCCCCCCCCC.COC1C=CC(O)=CC=1. Product: [C:46]([OH:59])(=[O:58])[C:24]([CH3:23])=[CH2:25].[NH2:26][C:27]([O:19][CH2:1][CH3:2])=[O:28]. The catalyst class is: 11. (4) Reactant: [CH:1](=O)[C:2]1[CH:7]=[CH:6][CH:5]=[CH:4][CH:3]=1.[CH3:9][C:10]1[N:11]=[N:12][CH:13]=[CH:14][CH:15]=1. Product: [C:2]1([CH:1]=[CH:9][C:10]2[N:11]=[N:12][CH:13]=[CH:14][CH:15]=2)[CH:7]=[CH:6][CH:5]=[CH:4][CH:3]=1. The catalyst class is: 530. (5) Reactant: [CH:1]1([N:6]2[CH2:11][CH2:10][CH:9]([O:12][C:13]3[CH:18]=[CH:17][C:16]([N:19]4[CH2:24][CH2:23][N:22](C(OCC5C=CC=CC=5)=O)[CH2:21][C:20]4=[O:35])=[CH:15][CH:14]=3)[CH2:8][CH2:7]2)[CH2:5][CH2:4][CH2:3][CH2:2]1. Product: [CH:1]1([N:6]2[CH2:7][CH2:8][CH:9]([O:12][C:13]3[CH:18]=[CH:17][C:16]([N:19]4[CH2:24][CH2:23][NH:22][CH2:21][C:20]4=[O:35])=[CH:15][CH:14]=3)[CH2:10][CH2:11]2)[CH2:5][CH2:4][CH2:3][CH2:2]1. The catalyst class is: 579. (6) Reactant: [Cl:1][C:2]1[CH:7]=[CH:6][CH:5]=[CH:4][C:3]=1[C:8]1[O:9][C:10]2[C:15]([C:16](=[O:18])[CH:17]=1)=[C:14]([O:19]C)[CH:13]=[C:12]([O:21]C)[C:11]=2[C@@H:23]1[CH2:27][CH2:26][N:25]([CH3:28])[C@H:24]1[C:29]([OH:31])=[O:30].Cl.N1C=CC=CC=1. Product: [Cl:1][C:2]1[CH:7]=[CH:6][CH:5]=[CH:4][C:3]=1[C:8]1[O:9][C:10]2[C:15]([C:16](=[O:18])[CH:17]=1)=[C:14]([OH:19])[CH:13]=[C:12]([OH:21])[C:11]=2[C@@H:23]1[CH2:27][CH2:26][N:25]([CH3:28])[C@H:24]1[C:29]([OH:31])=[O:30]. The catalyst class is: 6.